Dataset: Experimentally validated miRNA-target interactions with 360,000+ pairs, plus equal number of negative samples. Task: Binary Classification. Given a miRNA mature sequence and a target amino acid sequence, predict their likelihood of interaction. The miRNA is cel-miR-270 with sequence GGCAUGAUGUAGCAGUGGAG. The protein sequence of the target gene is MASATAAAARRGLGRALPLFWRGYQTERGVYGYRPRKPESREPQGALERPPVDHGLARLVTVYCEHGHKAAKINPLFTGQALLENVPEIQALVQTLQGPFHTAGLLNMGKEEASLEEVLVYLNQIYCGQISIETSQLQSQDEKDWFAKRFEELQKETFTTEERKHLSKLMLESQEFDHFLATKFSTVKRYGGEGAESMMGFFHELLKMSAYSGITDVIIGMPHRGRLNLLTGLLQFPPELMFRKMRGLSEFPENFSATGDVLSHLTSSVDLYFGAHHPLHVTMLPNPSHLEAVNPVAVGK.... Result: 0 (no interaction).